Task: Predict the reactants needed to synthesize the given product.. Dataset: Full USPTO retrosynthesis dataset with 1.9M reactions from patents (1976-2016) (1) The reactants are: [OH:1][C:2]1[C:3]([CH:12]2[C:20]3[C:15](=[CH:16][CH:17]=[C:18]4[N:23]=[CH:22][S:21][C:19]4=3)[N:14]([CH2:24][C:25]3[CH:30]=[CH:29][C:28]([O:31][CH3:32])=[CH:27][CH:26]=3)[C:13]2=[O:33])=[CH:4][C:5]2[O:10][CH2:9][CH2:8][O:7][C:6]=2[CH:11]=1.[C:34]1(C(C2C=CC=CC=2)N2C3C(=CC=CC=3)C(C3C=C(C)C(OC)=CC=3O)C2=O)C=CC=CC=1. Given the product [CH3:32][O:31][C:28]1[CH:29]=[CH:30][C:25]([CH2:24][N:14]2[C:15]3[C:20](=[C:19]4[S:21][CH:22]=[N:23][C:18]4=[CH:17][CH:16]=3)[C:12]3([C:3]4[C:2](=[CH:11][C:6]5[O:7][CH2:8][CH2:9][O:10][C:5]=5[CH:4]=4)[O:1][CH2:34]3)[C:13]2=[O:33])=[CH:26][CH:27]=1, predict the reactants needed to synthesize it. (2) Given the product [O:16]([C:2]1[N:7]=[CH:6][N:5]=[C:4]([NH2:8])[CH:3]=1)[C:10]1[CH:15]=[CH:14][CH:13]=[CH:12][CH:11]=1, predict the reactants needed to synthesize it. The reactants are: Cl[C:2]1[N:7]=[CH:6][N:5]=[C:4]([NH2:8])[CH:3]=1.[Na].[C:10]1([OH:16])[CH:15]=[CH:14][CH:13]=[CH:12][CH:11]=1.[OH-].[Na+]. (3) Given the product [F:1][C:2]1[CH:10]=[C:9]([F:11])[CH:8]=[C:7]([NH:12][C:13]2[N:18]=[C:17]([NH:19][C:20]3[CH:25]=[CH:24][C:23]([N:26]4[CH2:31][CH2:30][O:29][CH2:28][C@@H:27]4[CH3:32])=[CH:22][C:21]=3[O:33][CH3:34])[NH:16][C:15]3=[N:35][CH:36]=[CH:37][C:14]=23)[C:3]=1[C:4]([NH2:6])=[O:5], predict the reactants needed to synthesize it. The reactants are: [F:1][C:2]1[CH:10]=[C:9]([F:11])[CH:8]=[C:7]([NH:12][C:13]2[C:14]3[CH:37]=[CH:36][N:35](S(C4C=CC(C)=CC=4)(=O)=O)[C:15]=3[N:16]=[C:17]([NH:19][C:20]3[CH:25]=[CH:24][C:23]([N:26]4[CH2:31][CH2:30][O:29][CH2:28][C@@H:27]4[CH3:32])=[CH:22][C:21]=3[O:33][CH3:34])[N:18]=2)[C:3]=1[C:4]([NH2:6])=[O:5].[OH-].[Na+]. (4) Given the product [Cl:35][C:33]1[CH:34]=[C:29]([S:26]([N:8]([CH2:7][C:6]([OH:37])=[O:5])[C:9]2[CH:10]=[C:11]3[C:15](=[CH:16][CH:17]=2)[N:14]([C:18]2[CH:23]=[C:22]([Cl:24])[N:21]=[C:20]([Cl:25])[N:19]=2)[CH:13]=[CH:12]3)(=[O:28])=[O:27])[CH:30]=[C:31]([Cl:36])[CH:32]=1, predict the reactants needed to synthesize it. The reactants are: C([O:5][C:6](=[O:37])[CH2:7][N:8]([S:26]([C:29]1[CH:34]=[C:33]([Cl:35])[CH:32]=[C:31]([Cl:36])[CH:30]=1)(=[O:28])=[O:27])[C:9]1[CH:10]=[C:11]2[C:15](=[CH:16][CH:17]=1)[N:14]([C:18]1[CH:23]=[C:22]([Cl:24])[N:21]=[C:20]([Cl:25])[N:19]=1)[CH:13]=[CH:12]2)(C)(C)C.FC(F)(F)C(O)=O.